Dataset: Catalyst prediction with 721,799 reactions and 888 catalyst types from USPTO. Task: Predict which catalyst facilitates the given reaction. Reactant: [CH2-:1][C:2]([CH3:4])=[O:3].[CH2-]C(C)=O.[C:9]([OH:18])(=[O:17])[CH:10]([CH:12]([C:14]([OH:16])=[O:15])O)O.CC(C)([O-])C.[K+].Cl.O1CCOCC1. Product: [CH3:1][C:2]1([CH3:4])[O:16][C:14](=[O:15])/[C:12](=[CH:10]/[C:9]([OH:18])=[O:17])/[O:3]1. The catalyst class is: 54.